This data is from Forward reaction prediction with 1.9M reactions from USPTO patents (1976-2016). The task is: Predict the product of the given reaction. (1) Given the reactants [C:1]([O:11][CH2:12][CH3:13])(=[O:10])[CH:2]=[CH:3][C:4]1[CH:9]=[CH:8][CH:7]=[CH:6][CH:5]=1.[CH2:14]([N:21]([CH2:25][Si](C)(C)C)[CH2:22]OC)[C:15]1[CH:20]=[CH:19][CH:18]=[CH:17][CH:16]=1, predict the reaction product. The product is: [CH2:12]([O:11][C:1]([CH:2]1[CH:3]([C:4]2[CH:5]=[CH:6][CH:7]=[CH:8][CH:9]=2)[CH2:25][N:21]([CH2:14][C:15]2[CH:20]=[CH:19][CH:18]=[CH:17][CH:16]=2)[CH2:22]1)=[O:10])[CH3:13]. (2) Given the reactants [F:1][C:2]1[CH:7]=[CH:6][C:5]([N:8]2[C:12]3[CH:13]=[C:14]4[C@:19]([CH2:21][OH:22])([CH2:20][C:11]=3[CH:10]=[N:9]2)[CH2:18][N:17]([S:23]([C:26]2[CH:27]=[C:28]([CH3:32])[CH:29]=[CH:30][CH:31]=2)(=[O:25])=[O:24])[CH2:16][CH2:15]4)=[CH:4][CH:3]=1.CC(OI1(OC(C)=O)(OC(C)=O)OC(=O)C2C=CC=CC1=2)=O.C(=O)([O-])O.[Na+], predict the reaction product. The product is: [F:1][C:2]1[CH:7]=[CH:6][C:5]([N:8]2[C:12]3[CH:13]=[C:14]4[C@:19]([CH:21]=[O:22])([CH2:20][C:11]=3[CH:10]=[N:9]2)[CH2:18][N:17]([S:23]([C:26]2[CH:27]=[C:28]([CH3:32])[CH:29]=[CH:30][CH:31]=2)(=[O:25])=[O:24])[CH2:16][CH2:15]4)=[CH:4][CH:3]=1. (3) Given the reactants [F:1][C:2]1[CH:9]=[C:8]([F:10])[CH:7]=[CH:6][C:3]=1[CH2:4]Br.[CH2:11]([O:13][C:14](=[O:34])[C:15]1[CH:20]=[C:19]([N:21]2[C:25]([CH3:26])=[CH:24][CH:23]=[C:22]2[C:27]2[CH:32]=[CH:31][CH:30]=[CH:29][C:28]=2[OH:33])[CH:18]=[N:17][CH:16]=1)[CH3:12].C([O-])([O-])=O.[K+].[K+], predict the reaction product. The product is: [CH2:11]([O:13][C:14](=[O:34])[C:15]1[CH:20]=[C:19]([N:21]2[C:25]([CH3:26])=[CH:24][CH:23]=[C:22]2[C:27]2[CH:32]=[CH:31][CH:30]=[CH:29][C:28]=2[O:33][CH2:4][C:3]2[CH:6]=[CH:7][C:8]([F:10])=[CH:9][C:2]=2[F:1])[CH:18]=[N:17][CH:16]=1)[CH3:12]. (4) Given the reactants CO[C:3]([C:5]1[C:10]([NH:11][C:12](=[O:22])[CH2:13][C:14]2[C:15]([Cl:21])=[N:16][C:17]([Cl:20])=[CH:18][CH:19]=2)=[N:9][CH:8]=[CH:7][N:6]=1)=[O:4].C(=O)([O-])[O-].[K+].[K+], predict the reaction product. The product is: [Cl:21][C:15]1[C:14]([C:13]2[C:12](=[O:22])[NH:11][C:10]3=[N:9][CH:8]=[CH:7][N:6]=[C:5]3[C:3]=2[OH:4])=[CH:19][CH:18]=[C:17]([Cl:20])[N:16]=1.